From a dataset of Full USPTO retrosynthesis dataset with 1.9M reactions from patents (1976-2016). Predict the reactants needed to synthesize the given product. (1) The reactants are: F[C:2]1[CH:3]=[C:4]2[C:9](=[CH:10][C:11]=1[N+:12]([O-:14])=[O:13])[NH:8][C:7](=[O:15])[N:6]([NH:16][S:17]([CH3:20])(=[O:19])=[O:18])[C:5]2=[O:21].[O:22]([CH2:29][CH2:30][NH2:31])[C:23]1[CH:28]=[CH:27][CH:26]=[CH:25][CH:24]=1. Given the product [N+:12]([C:11]1[CH:10]=[C:9]2[C:4]([C:5](=[O:21])[N:6]([NH:16][S:17]([CH3:20])(=[O:19])=[O:18])[C:7](=[O:15])[NH:8]2)=[CH:3][C:2]=1[NH:31][CH2:30][CH2:29][O:22][C:23]1[CH:28]=[CH:27][CH:26]=[CH:25][CH:24]=1)([O-:14])=[O:13], predict the reactants needed to synthesize it. (2) Given the product [C:1]([C:5]1[CH:10]=[CH:9][N:8]=[C:7]([N:11]([CH3:12])[C:14]2[CH:19]=[CH:18][N:17]=[C:16]([S:20][CH3:21])[N:15]=2)[N:6]=1)([CH3:4])([CH3:2])[CH3:3], predict the reactants needed to synthesize it. The reactants are: [C:1]([C:5]1[CH:10]=[CH:9][N:8]=[C:7]([NH:11][CH3:12])[N:6]=1)([CH3:4])([CH3:3])[CH3:2].Cl[C:14]1[CH:19]=[CH:18][N:17]=[C:16]([S:20][CH3:21])[N:15]=1.CC(C)([O-])C.[Na+].C1C=CC(P(C2C(C3C(P(C4C=CC=CC=4)C4C=CC=CC=4)=CC=C4C=3C=CC=C4)=C3C(C=CC=C3)=CC=2)C2C=CC=CC=2)=CC=1. (3) Given the product [Cl:1][C:2]1[C:3]([CH:17]([S:27]([C:30]2[CH:35]=[CH:34][C:33]([Cl:36])=[CH:32][CH:31]=2)(=[O:28])=[O:29])[C:18]2[CH:23]=[C:22]([C:24]#[N:25])[CH:21]=[CH:20][C:19]=2[F:26])=[CH:4][C:5]([NH:8][S:9]([CH3:12])(=[O:11])=[O:10])=[N:6][CH:7]=1, predict the reactants needed to synthesize it. The reactants are: [Cl:1][C:2]1[C:3]([CH:17]([S:27]([C:30]2[CH:35]=[CH:34][C:33]([Cl:36])=[CH:32][CH:31]=2)(=[O:29])=[O:28])[C:18]2[CH:23]=[C:22]([C:24]#[N:25])[CH:21]=[CH:20][C:19]=2[F:26])=[CH:4][C:5]([N:8](S(C)(=O)=O)[S:9]([CH3:12])(=[O:11])=[O:10])=[N:6][CH:7]=1.[F-].C([N+](CCCC)(CCCC)CCCC)CCC.